From a dataset of Peptide-MHC class II binding affinity with 134,281 pairs from IEDB. Regression. Given a peptide amino acid sequence and an MHC pseudo amino acid sequence, predict their binding affinity value. This is MHC class II binding data. (1) The peptide sequence is EFEPPHAATIRVLAL. The MHC is H-2-IAb with pseudo-sequence H-2-IAb. The binding affinity (normalized) is 0.565. (2) The peptide sequence is EKKYFAASQFEPLAA. The MHC is DRB1_1001 with pseudo-sequence DRB1_1001. The binding affinity (normalized) is 0.754.